This data is from Forward reaction prediction with 1.9M reactions from USPTO patents (1976-2016). The task is: Predict the product of the given reaction. (1) Given the reactants [N+:1]([C:4]1[CH:13]=[CH:12][CH:11]=[C:10]2[C:5]=1[CH:6]=[CH:7][C:8](Cl)=[N:9]2)([O-])=O.[CH3:15][O:16][C:17]1[CH:24]=[CH:23][CH:22]=[CH:21][C:18]=1[CH2:19][NH2:20].[CH3:25][C:26]1[NH:27][CH:28]=[C:29]([CH:31]=O)[N:30]=1, predict the reaction product. The product is: [CH3:15][O:16][C:17]1[CH:24]=[CH:23][CH:22]=[CH:21][C:18]=1[CH2:19][NH:20][C:8]1[CH:7]=[CH:6][C:5]2[C:4]([NH:1][CH2:31][C:29]3[NH:30][C:26]([CH3:25])=[N:27][CH:28]=3)=[CH:13][CH:12]=[CH:11][C:10]=2[N:9]=1. (2) Given the reactants [C:1]([O:5][C:6]([CH2:8][CH2:9][NH:10][S:11]([C:14]1[CH:15]=[C:16]([CH:20]=[CH:21][CH:22]=1)[C:17]([OH:19])=O)(=[O:13])=[O:12])=[O:7])([CH3:4])([CH3:3])[CH3:2].Cl.[NH:24]1[C:28]2([CH2:33][CH2:32][NH:31][CH2:30][CH2:29]2)[CH2:27][NH:26]/[C:25]/1=[N:34]\[C:35]([C:37]1[C:42]([NH2:43])=[N:41][C:40]([NH2:44])=[C:39]([Cl:45])[N:38]=1)=[O:36], predict the reaction product. The product is: [C:1]([O:5][C:6](=[O:7])[CH2:8][CH2:9][NH:10][S:11]([C:14]1[CH:22]=[CH:21][CH:20]=[C:16]([C:17]([N:31]2[CH2:32][CH2:33][C:28]3([NH:24]/[C:25](=[N:34]/[C:35]([C:37]4[C:42]([NH2:43])=[N:41][C:40]([NH2:44])=[C:39]([Cl:45])[N:38]=4)=[O:36])/[NH:26][CH2:27]3)[CH2:29][CH2:30]2)=[O:19])[CH:15]=1)(=[O:12])=[O:13])([CH3:2])([CH3:3])[CH3:4].